This data is from CYP2D6 inhibition data for predicting drug metabolism from PubChem BioAssay. The task is: Regression/Classification. Given a drug SMILES string, predict its absorption, distribution, metabolism, or excretion properties. Task type varies by dataset: regression for continuous measurements (e.g., permeability, clearance, half-life) or binary classification for categorical outcomes (e.g., BBB penetration, CYP inhibition). Dataset: cyp2d6_veith. (1) The molecule is O=C(c1ccccc1F)c1cn(Cc2ccccc2)c2ccccc12. The result is 0 (non-inhibitor). (2) The drug is O=C(c1cccs1)n1nc(-c2ccc(Cl)cc2)nc1NCc1ccco1. The result is 0 (non-inhibitor). (3) The molecule is COc1ccc(CC(=O)NC(=S)Nc2ccc(S(=O)(=O)NC(C)(C)C)cc2)cc1. The result is 0 (non-inhibitor). (4) The drug is CCn1c2ccccc2c2cnc(N=CN(C)C)c(C#N)c21. The result is 1 (inhibitor). (5) The drug is O=C(COc1ccccc1)Nc1ccc(-c2nnc(-c3ccco3)o2)cc1. The result is 0 (non-inhibitor). (6) The compound is O=C(O)CSCNC(=O)CC12CC3CC(CC(C3)C1)C2. The result is 0 (non-inhibitor). (7) The compound is COc1cccc(Cn2nnc3c(=O)[nH]c(C4CCCN(C(=O)c5ccccc5Cl)C4)nc32)c1. The result is 1 (inhibitor). (8) The drug is O=C(c1csnn1)N1CCC[C@@]2(CCN(c3ccncc3)C2)C1. The result is 1 (inhibitor). (9) The compound is O=S1(=O)CCN(CCc2cn(Cc3ccc(F)cc3)c3ccccc23)CC1. The result is 1 (inhibitor). (10) The molecule is COc1cc2c(cc1OC)C(C(=O)N1CCN(c3ccccn3)CC1)C(c1cccs1)N(C)C2=O. The result is 0 (non-inhibitor).